From a dataset of Full USPTO retrosynthesis dataset with 1.9M reactions from patents (1976-2016). Predict the reactants needed to synthesize the given product. Given the product [Cl:41][C:42]1[CH:43]=[C:44]([CH:49]2[CH2:50][N:51]([C:56]([CH:58]3[CH2:59][CH2:60][N:61]([C:64]([C:66]4([CH3:69])[CH2:67][CH2:68]4)=[O:65])[CH2:62][CH2:63]3)=[O:57])[CH2:52][CH:53]2[N:54]([CH3:55])[C:5](=[O:6])[CH2:4][CH2:3][C:2]([F:9])([F:8])[F:1])[CH:45]=[CH:46][C:47]=1[Cl:48], predict the reactants needed to synthesize it. The reactants are: [F:1][C:2]([F:9])([F:8])[CH2:3][CH2:4][C:5](O)=[O:6].F[B-](F)(F)F.N1(OC(N(C)C)=[N+](C)C)C2C=CC=CC=2N=N1.C(N(CC)C(C)C)(C)C.[Cl:41][C:42]1[CH:43]=[C:44]([CH:49]2[CH:53]([NH:54][CH3:55])[CH2:52][N:51]([C:56]([CH:58]3[CH2:63][CH2:62][N:61]([C:64]([C:66]4([CH3:69])[CH2:68][CH2:67]4)=[O:65])[CH2:60][CH2:59]3)=[O:57])[CH2:50]2)[CH:45]=[CH:46][C:47]=1[Cl:48].